This data is from Reaction yield outcomes from USPTO patents with 853,638 reactions. The task is: Predict the reaction yield, written as a fraction of the theoretical maximum amount of product (1.0 means a 100% yield; for example, 0.34 means a 34% yield). The reactants are [C:1]([O:5][C@@H:6]([C:11]1[C:12]([C:25]2[CH:30]=[CH:29][C:28]([Cl:31])=[CH:27][CH:26]=2)=[C:13]2[C:20]3[CH2:21][CH2:22][CH2:23][CH2:24][C:19]=3[S:18][C:14]2=[N:15][C:16]=1[CH3:17])[C:7]([O:9]C)=[O:8])([CH3:4])([CH3:3])[CH3:2].[OH-].[Na+]. The catalyst is O1CCCC1. The product is [C:1]([O:5][C@@H:6]([C:11]1[C:12]([C:25]2[CH:26]=[CH:27][C:28]([Cl:31])=[CH:29][CH:30]=2)=[C:13]2[C:20]3[CH2:21][CH2:22][CH2:23][CH2:24][C:19]=3[S:18][C:14]2=[N:15][C:16]=1[CH3:17])[C:7]([OH:9])=[O:8])([CH3:4])([CH3:2])[CH3:3]. The yield is 0.190.